From a dataset of Reaction yield outcomes from USPTO patents with 853,638 reactions. Predict the reaction yield, written as a fraction of the theoretical maximum amount of product (1.0 means a 100% yield; for example, 0.34 means a 34% yield). (1) The reactants are Br[C:2]1[C:11]2[C:6](=[CH:7][CH:8]=[C:9]([O:12][CH3:13])[CH:10]=2)[C:5]([Cl:14])=[N:4][CH:3]=1.[Li]CCCC.C([O:23][B:24](OC(C)C)[O:25]C(C)C)(C)C. The product is [Cl:14][C:5]1[C:6]2[C:11](=[CH:10][C:9]([O:12][CH3:13])=[CH:8][CH:7]=2)[C:2]([B:24]([OH:25])[OH:23])=[CH:3][N:4]=1. The yield is 0.470. The catalyst is C1COCC1. (2) The reactants are [Br:1][C:2]1[CH:3]=[C:4]2[C:8](=[CH:9][CH:10]=1)[NH:7][CH2:6][CH2:5]2.[N+:11]([O-])([O-:13])=[O:12].[K+].C([O-])([O-])=O.[Na+].[Na+]. The catalyst is OS(O)(=O)=O. The product is [Br:1][C:2]1[CH:3]=[C:4]2[C:8](=[CH:9][C:10]=1[N+:11]([O-:13])=[O:12])[NH:7][CH2:6][CH2:5]2. The yield is 0.760. (3) The reactants are Cl[C:2]1[C:3]([CH3:9])=[N:4][CH:5]=[C:6]([CH3:8])[N:7]=1.[CH3:10][O:11][C:12]1[CH:17]=[C:16]([O:18][CH3:19])[CH:15]=[CH:14][C:13]=1B(O)O. The catalyst is COCCOC.C(=O)([O-])[O-].[Na+].[Na+].C(OCC)(=O)C.C1C=CC([P]([Pd]([P](C2C=CC=CC=2)(C2C=CC=CC=2)C2C=CC=CC=2)([P](C2C=CC=CC=2)(C2C=CC=CC=2)C2C=CC=CC=2)[P](C2C=CC=CC=2)(C2C=CC=CC=2)C2C=CC=CC=2)(C2C=CC=CC=2)C2C=CC=CC=2)=CC=1. The product is [CH3:10][O:11][C:12]1[CH:17]=[C:16]([O:18][CH3:19])[CH:15]=[CH:14][C:13]=1[C:2]1[C:3]([CH3:9])=[N:4][CH:5]=[C:6]([CH3:8])[N:7]=1. The yield is 0.250. (4) The reactants are [Br:1][C:2]1[C:10]2[C:5]([NH:6][CH:7]=[N:8][C:9]=2[Cl:11])=[N:4][CH:3]=1.O[CH:13]1[CH2:18][CH2:17][N:16]([C:19]([O:21][C:22]([CH3:25])([CH3:24])[CH3:23])=[O:20])[CH2:15][CH2:14]1.C1(P(C2C=CC=CC=2)C2C=CC=CC=2)C=CC=CC=1.CCOC(/N=N/C(OCC)=O)=O. The catalyst is O1CCCC1. The product is [Br:1][C:2]1[C:10]2[C:9]([Cl:11])=[N:8][CH:7]=[N:6][C:5]=2[N:4]([CH:13]2[CH2:18][CH2:17][N:16]([C:19]([O:21][C:22]([CH3:25])([CH3:24])[CH3:23])=[O:20])[CH2:15][CH2:14]2)[CH:3]=1. The yield is 0.860. (5) The reactants are [OH-].[Li+].[CH3:3][O:4][CH2:5][C:6]1[N:10]([CH3:11])[C:9]([C:12](=[O:18])[C:13]([O:15]CC)=[O:14])=[C:8]([C:19]2[CH:24]=[CH:23][CH:22]=[CH:21][CH:20]=2)[CH:7]=1. The catalyst is CO. The product is [CH3:3][O:4][CH2:5][C:6]1[N:10]([CH3:11])[C:9]([C:12](=[O:18])[C:13]([OH:15])=[O:14])=[C:8]([C:19]2[CH:20]=[CH:21][CH:22]=[CH:23][CH:24]=2)[CH:7]=1. The yield is 0.640. (6) The reactants are Cl[C:2]1[N:7]=[CH:6][C:5]2[CH:8]=[N:9][N:10]([CH:11]3[CH2:16][CH2:15][CH2:14][CH2:13][O:12]3)[C:4]=2[CH:3]=1.[F:17][C:18]1[C:19]([O:38][CH3:39])=[CH:20][C:21]([CH2:33][C:34]([F:37])([F:36])[F:35])=[C:22](B2OC(C)(C)C(C)(C)O2)[CH:23]=1.P([O-])([O-])([O-])=O.[K+].[K+].[K+]. The catalyst is C(O)C.O.C([O-])(=O)C.[Pd+2].C([O-])(=O)C.COC1C=CC=C(OC)C=1C1C=CC=CC=1P(C1CCCCC1)C1CCCCC1. The product is [F:17][C:18]1[C:19]([O:38][CH3:39])=[CH:20][C:21]([CH2:33][C:34]([F:37])([F:36])[F:35])=[C:22]([C:2]2[N:7]=[CH:6][C:5]3[CH:8]=[N:9][N:10]([CH:11]4[CH2:16][CH2:15][CH2:14][CH2:13][O:12]4)[C:4]=3[CH:3]=2)[CH:23]=1. The yield is 0.820.